This data is from Merck oncology drug combination screen with 23,052 pairs across 39 cell lines. The task is: Regression. Given two drug SMILES strings and cell line genomic features, predict the synergy score measuring deviation from expected non-interaction effect. (1) Drug 1: NC(=O)c1cccc2cn(-c3ccc(C4CCCNC4)cc3)nc12. Drug 2: CC(C)CC(NC(=O)C(Cc1ccccc1)NC(=O)c1cnccn1)B(O)O. Cell line: KPL1. Synergy scores: synergy=3.39. (2) Drug 1: O=C(NOCC(O)CO)c1ccc(F)c(F)c1Nc1ccc(I)cc1F. Drug 2: COC1=C2CC(C)CC(OC)C(O)C(C)C=C(C)C(OC(N)=O)C(OC)C=CC=C(C)C(=O)NC(=CC1=O)C2=O. Cell line: SKMES1. Synergy scores: synergy=18.3. (3) Drug 1: COc1cc(C2c3cc4c(cc3C(OC3OC5COC(C)OC5C(O)C3O)C3COC(=O)C23)OCO4)cc(OC)c1O. Drug 2: COC1CC2CCC(C)C(O)(O2)C(=O)C(=O)N2CCCCC2C(=O)OC(C(C)CC2CCC(OP(C)(C)=O)C(OC)C2)CC(=O)C(C)C=C(C)C(O)C(OC)C(=O)C(C)CC(C)C=CC=CC=C1C. Cell line: T47D. Synergy scores: synergy=10.7.